From a dataset of Forward reaction prediction with 1.9M reactions from USPTO patents (1976-2016). Predict the product of the given reaction. (1) Given the reactants C(O[C:6]([N:8]1[CH2:12][C:11](=[N:13][O:14][CH3:15])[CH2:10][C@H:9]1[C:16]([OH:18])=O)=[O:7])(C)(C)C.[CH3:19][N:20]([CH3:27])[CH2:21][CH2:22][CH2:23]C(Cl)=O.[CH2:28]([N:30]1[C:42]2[CH:41]=[CH:40][C:39]([NH2:43])=[CH:38][C:37]=2[C:36]2[C:31]1=[CH:32][CH:33]=[CH:34][CH:35]=2)[CH3:29], predict the reaction product. The product is: [CH3:19][N:20]([CH3:27])[CH2:21][CH2:22][CH2:23][C:6]([N:8]1[CH2:12][C:11](=[N:13][O:14][CH3:15])[CH2:10][C@H:9]1[C:16]([NH:43][C:39]1[CH:40]=[CH:41][C:42]2[N:30]([CH2:28][CH3:29])[C:31]3[C:36]([C:37]=2[CH:38]=1)=[CH:35][CH:34]=[CH:33][CH:32]=3)=[O:18])=[O:7]. (2) The product is: [Cl:9][C:10]1[S:14][C:13]([C:15](=[O:16])[CH2:8][C:6]2[CH:5]=[CH:4][N:3]=[C:2]([Cl:1])[CH:7]=2)=[CH:12][CH:11]=1. Given the reactants [Cl:1][C:2]1[CH:7]=[C:6]([CH3:8])[CH:5]=[CH:4][N:3]=1.[Cl:9][C:10]1[S:14][C:13]([C:15](OCC)=[O:16])=[CH:12][CH:11]=1.C[Si]([N-][Si](C)(C)C)(C)C.[Li+], predict the reaction product.